Task: Predict the reactants needed to synthesize the given product.. Dataset: Full USPTO retrosynthesis dataset with 1.9M reactions from patents (1976-2016) (1) Given the product [CH:12]1([C:18]2[CH:19]=[CH:20][C:21]([C:22]([NH:1][C:2]3[CH:11]=[C:10]4[C:5]([CH:6]=[CH:7][CH:8]=[N:9]4)=[CH:4][CH:3]=3)=[O:23])=[CH:25][CH:26]=2)[CH2:13][CH2:14][CH2:15][CH2:16][CH2:17]1, predict the reactants needed to synthesize it. The reactants are: [NH2:1][C:2]1[CH:11]=[C:10]2[C:5]([CH:6]=[CH:7][CH:8]=[N:9]2)=[CH:4][CH:3]=1.[CH:12]1([C:18]2[CH:26]=[CH:25][C:21]([C:22](O)=[O:23])=[CH:20][CH:19]=2)[CH2:17][CH2:16][CH2:15][CH2:14][CH2:13]1. (2) Given the product [Br:16][C:5]1[C:6]([CH3:8])=[N:7][C:2]([NH2:1])=[N:3][CH:4]=1, predict the reactants needed to synthesize it. The reactants are: [NH2:1][C:2]1[N:7]=[C:6]([CH3:8])[CH:5]=[CH:4][N:3]=1.C1C(=O)N([Br:16])C(=O)C1. (3) Given the product [Cl:1][CH2:23]/[CH:22]=[C:21](/[C:17]1[CH:18]=[CH:19][CH:20]=[C:15]([N+:12]([O-:14])=[O:13])[CH:16]=1)\[CH2:25][CH3:26], predict the reactants needed to synthesize it. The reactants are: [Cl:1]N1C(=O)CCC1=O.CSC.[N+:12]([C:15]1[CH:16]=[C:17](/[C:21](/[CH2:25][CH3:26])=[CH:22]/[CH2:23]O)[CH:18]=[CH:19][CH:20]=1)([O-:14])=[O:13]. (4) Given the product [C:3]([C:5]1[CH:10]=[CH:9][C:8]([CH2:11][CH2:12][N:13]([CH2:29][CH2:30][C:31]2[CH:36]=[CH:35][CH:34]=[CH:33][C:32]=2[O:37][CH2:38][C:39]2[CH:40]=[CH:41][C:42]([CH2:45][CH2:46][C:47]3[CH:48]=[CH:49][C:50]([C:53]([F:55])([F:54])[F:56])=[CH:51][CH:52]=3)=[CH:43][CH:44]=2)[CH:14]2[CH2:23][CH2:22][CH2:21][C:20]3[N:19]=[C:18]([C:24]([OH:26])=[O:25])[CH:17]=[CH:16][C:15]2=3)=[CH:7][CH:6]=1)([OH:4])=[O:2], predict the reactants needed to synthesize it. The reactants are: C[O:2][C:3]([C:5]1[CH:10]=[CH:9][C:8]([CH2:11][CH2:12][N:13]([CH2:29][CH2:30][C:31]2[CH:36]=[CH:35][CH:34]=[CH:33][C:32]=2[O:37][CH2:38][C:39]2[CH:44]=[CH:43][C:42]([CH2:45][CH2:46][C:47]3[CH:52]=[CH:51][C:50]([C:53]([F:56])([F:55])[F:54])=[CH:49][CH:48]=3)=[CH:41][CH:40]=2)[CH:14]2[CH2:23][CH2:22][CH2:21][C:20]3[N:19]=[C:18]([C:24]([O:26]CC)=[O:25])[CH:17]=[CH:16][C:15]2=3)=[CH:7][CH:6]=1)=[O:4].[OH-].[Na+]. (5) The reactants are: [F:1][C:2]([F:18])([F:17])[C:3]1[CH:16]=[CH:15][C:14]2[S:13][C:12]3[C:7](=[CH:8][CH:9]=[CH:10][CH:11]=3)[NH:6][C:5]=2[CH:4]=1.[I:19]I. Given the product [I-:19].[F:18][C:2]([F:1])([F:17])[C:3]1[CH:16]=[CH:15][C:14]2[C:5](=[N:6][C:7]3[C:12]([S+:13]=2)=[CH:11][CH:10]=[CH:9][CH:8]=3)[CH:4]=1, predict the reactants needed to synthesize it.